Dataset: NCI-60 drug combinations with 297,098 pairs across 59 cell lines. Task: Regression. Given two drug SMILES strings and cell line genomic features, predict the synergy score measuring deviation from expected non-interaction effect. Drug 1: C1C(C(OC1N2C=NC3=C(N=C(N=C32)Cl)N)CO)O. Drug 2: C(CC(=O)O)C(=O)CN.Cl. Cell line: U251. Synergy scores: CSS=29.9, Synergy_ZIP=-11.9, Synergy_Bliss=-11.2, Synergy_Loewe=-31.4, Synergy_HSA=-7.42.